From a dataset of Reaction yield outcomes from USPTO patents with 853,638 reactions. Predict the reaction yield, written as a fraction of the theoretical maximum amount of product (1.0 means a 100% yield; for example, 0.34 means a 34% yield). The reactants are [OH:1][C:2]1[C:15]([OH:16])=[C:14](O)[CH:13]=[CH:12][C:3]=1[C:4]([C:6]1[CH:11]=[CH:10][CH:9]=[CH:8][CH:7]=1)=[O:5].Br[CH2:19][CH2:20][CH2:21][CH2:22][CH2:23][CH2:24][CH2:25][CH2:26][CH2:27][CH2:28][CH2:29][CH2:30][CH2:31][CH2:32][CH2:33][CH2:34][CH2:35][CH3:36].[C:37](=[O:40])([O-])[O-].[K+].[K+].Cl. The catalyst is C(Cl)(Cl)Cl.CN(C=O)C. The product is [CH2:19]([O:1][C:2]1[C:15]([O:16][CH2:36][CH2:35][CH2:34][CH2:33][CH2:32][CH2:31][CH2:30][CH2:29][CH2:28][CH2:27][CH2:26][CH2:25][CH2:24][CH2:23][CH2:22][CH2:21][CH2:20][CH3:19])=[C:14]([O:40][CH2:37][CH2:35][CH2:34][CH2:33][CH2:32][CH2:31][CH2:30][CH2:29][CH2:28][CH2:27][CH2:26][CH2:25][CH2:24][CH2:23][CH2:22][CH2:21][CH2:20][CH3:19])[CH:13]=[CH:12][C:3]=1[C:4]([C:6]1[CH:11]=[CH:10][CH:9]=[CH:8][CH:7]=1)=[O:5])[CH2:20][CH2:21][CH2:22][CH2:23][CH2:24][CH2:25][CH2:26][CH2:27][CH2:28][CH2:29][CH2:30][CH2:31][CH2:32][CH2:33][CH2:34][CH2:35][CH3:36]. The yield is 0.930.